From a dataset of Reaction yield outcomes from USPTO patents with 853,638 reactions. Predict the reaction yield, written as a fraction of the theoretical maximum amount of product (1.0 means a 100% yield; for example, 0.34 means a 34% yield). (1) The reactants are [O:1]([C:8]1[C:9]([NH:24][C:25]2[S:29][N:28]=[C:27]([CH:30]3[CH2:35][CH2:34][N:33](C(OC(C)(C)C)=O)[CH2:32][CH2:31]3)[N:26]=2)=[N:10][CH:11]=[C:12]([S:14][C:15]2[CH:20]=[CH:19][N:18]=[C:17]3[CH:21]=[CH:22][S:23][C:16]=23)[CH:13]=1)[C:2]1[CH:7]=[CH:6][CH:5]=[CH:4][CH:3]=1.CO.[ClH:45]. The catalyst is C(Cl)Cl.O1CCOCC1. The product is [ClH:45].[ClH:45].[ClH:45].[O:1]([C:8]1[C:9]([NH:24][C:25]2[S:29][N:28]=[C:27]([CH:30]3[CH2:35][CH2:34][NH:33][CH2:32][CH2:31]3)[N:26]=2)=[N:10][CH:11]=[C:12]([S:14][C:15]2[CH:20]=[CH:19][N:18]=[C:17]3[CH:21]=[CH:22][S:23][C:16]=23)[CH:13]=1)[C:2]1[CH:3]=[CH:4][CH:5]=[CH:6][CH:7]=1. The yield is 1.00. (2) The reactants are [CH2:1]([O:3][C:4]1[CH:9]=[CH:8][C:7]([S:10]([N:13]2[CH2:18][CH2:17][N:16]([CH2:19][CH2:20][OH:21])[CH2:15][CH2:14]2)(=[O:12])=[O:11])=[CH:6][C:5]=1[C:22]1[NH:27][C:26](=[O:28])[C:25]2=[C:29]([CH3:35])[N:30]=[C:31]([CH2:32][CH2:33][CH3:34])[N:24]2[N:23]=1)[CH3:2].[ClH:36]. The catalyst is CCOCC. The product is [ClH:36].[CH2:1]([O:3][C:4]1[CH:9]=[CH:8][C:7]([S:10]([N:13]2[CH2:18][CH2:17][N:16]([CH2:19][CH2:20][OH:21])[CH2:15][CH2:14]2)(=[O:12])=[O:11])=[CH:6][C:5]=1[C:22]1[NH:27][C:26](=[O:28])[C:25]2=[C:29]([CH3:35])[N:30]=[C:31]([CH2:32][CH2:33][CH3:34])[N:24]2[N:23]=1)[CH3:2]. The yield is 1.00. (3) The reactants are [OH-].[Na+].[C:3]([C:6]1[S:7][CH:8]=[CH:9][CH:10]=1)(=[O:5])[CH3:4].[O:11]1[CH:15]=[CH:14][CH:13]=[C:12]1[CH:16]=O. The catalyst is C(O)C. The product is [CH:14]1[CH:13]=[C:12](/[CH:16]=[CH:4]/[C:3]([C:6]2[S:7][CH:8]=[CH:9][CH:10]=2)=[O:5])[O:11][CH:15]=1. The yield is 0.700. (4) The reactants are C([O:5][C:6]([C:8]1[O:9][C:10]2[CH:17]=[CH:16][CH:15]=[C:14]([O:18][CH3:19])[C:11]=2[C:12]=1[CH3:13])=[O:7])(C)(C)C.[C:20](Cl)(=[O:22])[CH3:21]. The catalyst is ClC1C=CC=CC=1.[Ti](Cl)(Cl)(Cl)Cl. The product is [C:20]([C:15]1[CH:16]=[CH:17][C:10]2[O:9][C:8]([C:6]([OH:5])=[O:7])=[C:12]([CH3:13])[C:11]=2[C:14]=1[O:18][CH3:19])(=[O:22])[CH3:21]. The yield is 0.570. (5) The reactants are [Br:1][C:2]1[CH:3]=[C:4]2[C:8](=[CH:9][CH:10]=1)[NH:7][C:6](=[O:11])[CH2:5]2.[C:12]1([C:18](=O)[C:19]([O:21]C)=[O:20])[CH:17]=[CH:16][CH:15]=[CH:14][CH:13]=1. No catalyst specified. The product is [Br:1][C:2]1[CH:3]=[C:4]2[C:8](=[CH:9][CH:10]=1)[NH:7][C:6](=[O:11])[C:5]2=[C:18]([C:12]1[CH:17]=[CH:16][CH:15]=[CH:14][CH:13]=1)[C:19]([OH:21])=[O:20]. The yield is 0.450. (6) The reactants are [OH-].[K+].[CH:3]1([CH:8]([C:14]([O:16]CC)=[O:15])[C:9]([O:11][CH2:12][CH3:13])=[O:10])[CH2:7][CH2:6][CH2:5][CH2:4]1.Cl. The catalyst is O.C(O)C. The product is [CH:3]1([CH:8]([C:9]([O:11][CH2:12][CH3:13])=[O:10])[C:14]([OH:16])=[O:15])[CH2:4][CH2:5][CH2:6][CH2:7]1. The yield is 0.960. (7) The reactants are [C:1]([C:5]1[CH:10]=[C:9]([C:11]([CH3:14])([CH3:13])[CH3:12])[CH:8]=[C:7]([NH2:15])[C:6]=1[OH:16])([CH3:4])([CH3:3])[CH3:2].[BH3-][C:18]#N.[Na+].C=O. The catalyst is CO. The product is [C:1]([C:5]1[CH:10]=[C:9]([C:11]([CH3:14])([CH3:13])[CH3:12])[CH:8]=[C:7]([NH:15][CH3:18])[C:6]=1[OH:16])([CH3:4])([CH3:2])[CH3:3]. The yield is 0.150.